Predict the product of the given reaction. From a dataset of Forward reaction prediction with 1.9M reactions from USPTO patents (1976-2016). (1) Given the reactants C([N:8]1[CH2:12][CH2:11][C@@H:10]([N:13]2[CH2:21][C:20]3[C:15](=[CH:16][CH:17]=[C:18]([C:22]4[CH:31]=[CH:30][C:25]([C:26]([O:28][CH3:29])=[O:27])=[CH:24][CH:23]=4)[CH:19]=3)[C:14]2=[O:32])[CH2:9]1)C1C=CC=CC=1, predict the reaction product. The product is: [O:32]=[C:14]1[C:15]2[C:20](=[CH:19][C:18]([C:22]3[CH:23]=[CH:24][C:25]([C:26]([O:28][CH3:29])=[O:27])=[CH:30][CH:31]=3)=[CH:17][CH:16]=2)[CH2:21][N:13]1[C@@H:10]1[CH2:11][CH2:12][NH:8][CH2:9]1. (2) Given the reactants [Cl:1][C:2]1[CH:7]=[CH:6][CH:5]=[CH:4][C:3]=1[CH:8]([N:12]1[CH2:17][CH2:16][C:15]2[S:18][CH:19]=[CH:20][C:14]=2[CH2:13]1)[C:9]([OH:11])=[O:10].[OH-].[Na+].[S:23]([O:28]C)([O:26][CH3:27])(=[O:25])=[O:24].S(=O)(=O)(O)O, predict the reaction product. The product is: [S:23]([OH:28])([OH:26])(=[O:25])=[O:24].[CH3:27][C:8]([C:3]1[CH:4]=[CH:5][CH:6]=[CH:7][C:2]=1[Cl:1])([N:12]1[CH2:17][CH2:16][C:15]2[S:18][CH:19]=[CH:20][C:14]=2[CH2:13]1)[C:9]([OH:11])=[O:10].